Task: Predict the product of the given reaction.. Dataset: Forward reaction prediction with 1.9M reactions from USPTO patents (1976-2016) (1) Given the reactants Cl[C:2]1[CH:7]=[C:6]([C:8]([F:11])([F:10])[F:9])[N:5]=[C:4]([C:12]2[CH:17]=[CH:16][CH:15]=[CH:14][N:13]=2)[N:3]=1.[CH2:18]([C:20]1[CH:21]=[C:22]([CH:24]=[CH:25][CH:26]=1)[NH2:23])[CH3:19], predict the reaction product. The product is: [CH2:18]([C:20]1[CH:21]=[C:22]([CH:24]=[CH:25][CH:26]=1)[NH:23][C:2]1[CH:7]=[C:6]([C:8]([F:11])([F:10])[F:9])[N:5]=[C:4]([C:12]2[CH:17]=[CH:16][CH:15]=[CH:14][N:13]=2)[N:3]=1)[CH3:19]. (2) Given the reactants Cl[C:2]1[C:11]2[C:6](=[CH:7][C:8]([F:13])=[CH:9][C:10]=2[F:12])[N:5]=[C:4]([C:14]2[CH:19]=[C:18]([O:20][C:21]([F:24])([F:23])[F:22])[CH:17]=[CH:16][C:15]=2[S:25]([CH3:28])(=[O:27])=[O:26])[C:3]=1[CH3:29].[O:30]1[CH2:35][CH2:34][N:33]([C:36]2[CH:37]=[C:38]([NH2:42])[CH:39]=[N:40][CH:41]=2)[CH2:32][CH2:31]1, predict the reaction product. The product is: [F:12][C:10]1[CH:9]=[C:8]([F:13])[CH:7]=[C:6]2[C:11]=1[C:2]([NH:42][C:38]1[CH:39]=[N:40][CH:41]=[C:36]([N:33]3[CH2:34][CH2:35][O:30][CH2:31][CH2:32]3)[CH:37]=1)=[C:3]([CH3:29])[C:4]([C:14]1[CH:19]=[C:18]([O:20][C:21]([F:22])([F:23])[F:24])[CH:17]=[CH:16][C:15]=1[S:25]([CH3:28])(=[O:27])=[O:26])=[N:5]2.